This data is from Reaction yield outcomes from USPTO patents with 853,638 reactions. The task is: Predict the reaction yield, written as a fraction of the theoretical maximum amount of product (1.0 means a 100% yield; for example, 0.34 means a 34% yield). (1) The reactants are Cl[C:2]1[N:7]=[CH:6][N:5]=[C:4]([NH:8][CH2:9][C:10]2[CH:15]=[CH:14][C:13]([O:16][CH3:17])=[C:12]([O:18][CH:19]3[CH2:23][CH2:22][CH2:21][CH2:20]3)[CH:11]=2)[CH:3]=1.B([C:27]1[CH:38]=[CH:37][C:30]([CH2:31][C@@H:32]([C:34]([OH:36])=[O:35])[NH2:33])=[CH:29][CH:28]=1)(O)O.C(=O)([O-])[O-].[Na+].[Na+]. The catalyst is Cl[Pd](Cl)([P](C1C=CC=CC=1)(C1C=CC=CC=1)C1C=CC=CC=1)[P](C1C=CC=CC=1)(C1C=CC=CC=1)C1C=CC=CC=1.C(#N)C. The product is [NH2:33][CH:32]([CH2:31][C:30]1[CH:37]=[CH:38][C:27]([C:2]2[CH:3]=[C:4]([NH:8][CH2:9][C:10]3[CH:15]=[CH:14][C:13]([O:16][CH3:17])=[C:12]([O:18][CH:19]4[CH2:23][CH2:22][CH2:21][CH2:20]4)[CH:11]=3)[N:5]=[CH:6][N:7]=2)=[CH:28][CH:29]=1)[C:34]([OH:36])=[O:35]. The yield is 0.0600. (2) The reactants are Cl[C:2]1[CH:7]=[CH:6][C:5]([N+:8]([O-:10])=[O:9])=[CH:4][C:3]=1[N+:11]([O-])=O.CN(C)[CH:16]=[S:17].C1(C)C(C)=CC=CC=1. The catalyst is C(O)C. The product is [N+:8]([C:5]1[CH:6]=[CH:7][C:2]2[S:17][CH:16]=[N:11][C:3]=2[CH:4]=1)([O-:10])=[O:9]. The yield is 0.320. (3) The reactants are [Na].Cl.[NH2:3][C:4]([NH2:6])=[NH:5].COC[CH2:10][CH2:11][O:12][C:13]1[CH:14]=[C:15]([CH2:25][CH2:26][C:27]([O:29]CC)=O)[CH:16]=[CH:17][C:18]=1[C:19]1[CH:20]=[N:21][CH:22]=[CH:23][CH:24]=1.[Cl:32]CCl.[Cl-].[Na+].O.[CH2:38]([OH:40])C. The catalyst is CN(C=O)C. The product is [ClH:32].[NH2:5][C:4](=[NH:6])[NH:3][C:27](=[O:29])[CH2:26][CH2:25][C:15]1[CH:16]=[CH:17][C:18]([C:19]2[CH:20]=[N:21][CH:22]=[CH:23][CH:24]=2)=[C:13]([O:12][CH2:11][CH2:10][O:40][CH3:38])[CH:14]=1. The yield is 0.340. (4) The catalyst is C(#N)C.O. The reactants are [NH2:1][CH:2]([C:7]1[CH:12]=[CH:11][C:10]([O:13][CH3:14])=[C:9]([O:15][CH:16]2[CH2:20][CH2:19][CH2:18][CH2:17]2)[CH:8]=1)[CH2:3][C:4]([OH:6])=[O:5].C(=O)([O-])[O-].[Na+].[Na+].C(OC(N1[C:36](=[O:37])[C:35]2=[CH:38][CH:39]=[CH:40][CH:41]=[C:34]2[C:33]1=[O:42])=O)C. The yield is 0.680. The product is [CH:16]1([O:15][C:9]2[CH:8]=[C:7]([CH:2]([N:1]3[C:36](=[O:37])[C:35]4=[CH:38][CH:39]=[CH:40][CH:41]=[C:34]4[C:33]3=[O:42])[CH2:3][C:4]([OH:6])=[O:5])[CH:12]=[CH:11][C:10]=2[O:13][CH3:14])[CH2:17][CH2:18][CH2:19][CH2:20]1. (5) The reactants are [ClH:1].[CH:2]1([C:5]([C:7]2[CH:12]=[CH:11][C:10]([CH2:13][CH:14]([C:20]([O:22][CH2:23][CH3:24])=[O:21])[C:15]([O:17][CH2:18][CH3:19])=[O:16])=[CH:9][CH:8]=2)=[O:6])[CH2:4][CH2:3]1. The catalyst is C(O)C. The product is [Cl:1][CH2:4][CH2:3][CH2:2][C:5]([C:7]1[CH:12]=[CH:11][C:10]([CH2:13][CH:14]([C:20]([O:22][CH2:23][CH3:24])=[O:21])[C:15]([O:17][CH2:18][CH3:19])=[O:16])=[CH:9][CH:8]=1)=[O:6]. The yield is 0.590.